This data is from Full USPTO retrosynthesis dataset with 1.9M reactions from patents (1976-2016). The task is: Predict the reactants needed to synthesize the given product. (1) Given the product [NH2:2][C:1]1[C:3]2[CH:13]=[C:12]([CH:14]3[CH2:15][CH2:16]3)[CH:11]=[CH:10][C:4]=2[O:5][C:6]=1[C:7]([NH2:9])=[O:8], predict the reactants needed to synthesize it. The reactants are: [C:1]([C:3]1[CH:13]=[C:12]([CH:14]2[CH2:16][CH2:15]2)[CH:11]=[CH:10][C:4]=1[O:5][CH2:6][C:7]([NH2:9])=[O:8])#[N:2].[OH-].[K+]. (2) Given the product [F:1][C:2]1[CH:7]=[CH:6][C:5]([C:8]2[N:9]=[C:10]3[C:15](=[N:16][CH:17]=2)[N:14]=[C:13]([S:18][CH3:19])[N:12]=[C:11]3[NH:24][CH2:23][C:22]([F:26])([F:25])[F:21])=[CH:4][CH:3]=1, predict the reactants needed to synthesize it. The reactants are: [F:1][C:2]1[CH:7]=[CH:6][C:5]([C:8]2[N:9]=[C:10]3[C:15](=[N:16][CH:17]=2)[N:14]=[C:13]([S:18][CH3:19])[N:12]=[C:11]3O)=[CH:4][CH:3]=1.[F:21][C:22]([F:26])([F:25])[CH2:23][NH2:24].F[P-](F)(F)(F)(F)F.N1(O[P+](N(C)C)(N(C)C)N(C)C)C2C=CC=CC=2N=N1.CCN(C(C)C)C(C)C. (3) Given the product [CH2:2]=[CH:1][CH:3]=[CH2:4].[CH2:6]=[CH:7][C:8]1[CH:13]=[CH:12][CH:11]=[CH:10][CH:9]=1, predict the reactants needed to synthesize it. The reactants are: [CH:1]([Li])([CH2:3][CH3:4])[CH3:2].[CH2:6]=[CH:7][C:8]1[CH:13]=[CH:12][CH:11]=[CH:10][CH:9]=1.C=CC=C.CN(C)CCN(C)C. (4) Given the product [CH3:39][N:40]1[C:41]2[C:37](=[C:36]([CH3:21])[CH:35]=[CH:34][CH:33]=2)[C:32]([CH2:31][N:13]2[C:14]3[CH:19]=[CH:18][CH:17]=[CH:16][C:15]=3[N:11]([C:7]3[CH2:8][CH2:9][CH2:10][C:6]=3[C:4]([OH:3])=[O:5])[C:12]2=[O:20])=[CH:42]1, predict the reactants needed to synthesize it. The reactants are: C([O:3][C:4]([C:6]1[CH2:10][CH2:9][CH2:8][C:7]=1[N:11]1[C:15]2[CH:16]=[CH:17][CH:18]=[CH:19][C:14]=2[NH:13][C:12]1=[O:20])=[O:5])C.[C:21](=O)([O-])[O-].[K+].[K+].[I-].[NH4+].N1[C:37]2[C:32](=[CH:33][CH:34]=[CH:35][CH:36]=2)[CH:31]=C1.O.[CH3:39][N:40]([CH:42]=O)[CH3:41]. (5) Given the product [O:24]1[CH2:25][CH2:26][N:21]([CH2:6][C:7]2[N:8]=[C:9]([NH:13][C:14](=[O:15])[O:16][C:17]([CH3:20])([CH3:19])[CH3:18])[CH:10]=[CH:11][CH:12]=2)[CH2:22][CH2:23]1, predict the reactants needed to synthesize it. The reactants are: CS(O[CH2:6][C:7]1[CH:12]=[CH:11][CH:10]=[C:9]([NH:13][C:14]([O:16][C:17]([CH3:20])([CH3:19])[CH3:18])=[O:15])[N:8]=1)(=O)=O.[NH:21]1[CH2:26][CH2:25][O:24][CH2:23][CH2:22]1.C([O-])([O-])=O.[K+].[K+].C([O-])(O)=O.[Na+]. (6) The reactants are: [S:1]1[CH:5]=[CH:4][CH:3]=[C:2]1[N:6]1[CH2:11][CH2:10][CH:9]([C:12]([OH:14])=O)[CH2:8][CH2:7]1.BrC1SC=CC=1.[N:21]1[C:30]2[C:25](=[CH:26][CH:27]=[C:28]([NH2:31])[CH:29]=2)[CH:24]=[N:23][CH:22]=1. Given the product [N:21]1[C:30]2[C:25](=[CH:26][CH:27]=[C:28]([NH:31][C:12]([CH:9]3[CH2:8][CH2:7][N:6]([C:2]4[S:1][CH:5]=[CH:4][CH:3]=4)[CH2:11][CH2:10]3)=[O:14])[CH:29]=2)[CH:24]=[N:23][CH:22]=1, predict the reactants needed to synthesize it. (7) Given the product [Cl:11][CH:12]([CH3:16])[C:13]([C:7]1[CH:8]=[CH:9][C:4]2[NH:3][C:2](=[O:10])[O:1][C:5]=2[CH:6]=1)=[O:14], predict the reactants needed to synthesize it. The reactants are: [O:1]1[C:5]2[CH:6]=[CH:7][CH:8]=[CH:9][C:4]=2[NH:3][C:2]1=[O:10].[Cl:11][CH:12]([CH3:16])[C:13](O)=[O:14].C(=O)([O-])O.[Na+].